From a dataset of Reaction yield outcomes from USPTO patents with 853,638 reactions. Predict the reaction yield, written as a fraction of the theoretical maximum amount of product (1.0 means a 100% yield; for example, 0.34 means a 34% yield). (1) The reactants are [C:1]1([CH:7]([C:29]2[CH:34]=[CH:33][CH:32]=[CH:31][CH:30]=2)[N:8]2[C:16]3[C:11](=[CH:12][CH:13]=[CH:14][CH:15]=3)[C:10](O)([C:17]3[C:25]4[C:21](=[N:22][O:23][N:24]=4)[CH:20]=[CH:19][C:18]=3[OH:26])[C:9]2=[O:28])[CH:6]=[CH:5][CH:4]=[CH:3][CH:2]=1.FC(F)(F)C(O)=O. The catalyst is C([SiH](CC)CC)C. The product is [C:1]1([CH:7]([C:29]2[CH:34]=[CH:33][CH:32]=[CH:31][CH:30]=2)[N:8]2[C:16]3[C:11](=[CH:12][CH:13]=[CH:14][CH:15]=3)[CH:10]([C:17]3[C:25]4[C:21](=[N:22][O:23][N:24]=4)[CH:20]=[CH:19][C:18]=3[OH:26])[C:9]2=[O:28])[CH:2]=[CH:3][CH:4]=[CH:5][CH:6]=1. The yield is 0.520. (2) The reactants are [C:1]1([C:7]2[O:11][C:10]([CH:12]=[O:13])=[CH:9][CH:8]=2)[CH:6]=[CH:5][CH:4]=[CH:3][CH:2]=1.CC(=CC)C.[OH:19]P([O-])(O)=O.[K+].[O-]Cl=O.[Na+]. The catalyst is O.CC(O)(C)C.[OH-].[Na+].C1COCC1. The product is [C:1]1([C:7]2[O:11][C:10]([C:12]([OH:19])=[O:13])=[CH:9][CH:8]=2)[CH:2]=[CH:3][CH:4]=[CH:5][CH:6]=1. The yield is 0.702. (3) The reactants are [CH3:1][C:2]([CH3:9])([CH3:8])[C:3](=O)[CH2:4][C:5]#[N:6].[NH:10]([C:12]1[CH:13]=[CH:14][C:15]([CH3:18])=[N:16][CH:17]=1)[NH2:11]. The catalyst is CCO. The product is [C:2]([C:3]1[CH:4]=[C:5]([NH2:6])[N:10]([C:12]2[CH:17]=[N:16][C:15]([CH3:18])=[CH:14][CH:13]=2)[N:11]=1)([CH3:9])([CH3:8])[CH3:1]. The yield is 0.0700. (4) The yield is 0.980. The reactants are C(O)(=[O:3])C.[O:5]1[C:14]2[C:9](=[CH:10][CH:11]=[CH:12][CH:13]=2)[CH:8]=[CH:7][CH2:6]1.[OH-].[Na+].Cl. The product is [O:5]1[C:14]2[C:9](=[CH:10][C:11]([OH:3])=[CH:12][CH:13]=2)[CH:8]=[CH:7][CH2:6]1. The catalyst is C(O)C. (5) The reactants are [NH2:1][C:2]1[C:7]([C:8]([C:10]2[CH:15]=[CH:14][CH:13]=[CH:12][C:11]=2[O:16][CH3:17])=[O:9])=[CH:6][N:5]=[C:4](S(CC)(=O)=O)[N:3]=1.[CH:23]([N:26]1[CH2:31][CH2:30][N:29]([C:32]2[CH:37]=[CH:36][C:35]([NH2:38])=[CH:34][CH:33]=2)[CH2:28][CH2:27]1)([CH3:25])[CH3:24]. The catalyst is C(O)(C)C. The product is [NH2:1][C:2]1[C:7]([C:8]([C:10]2[CH:15]=[CH:14][CH:13]=[CH:12][C:11]=2[O:16][CH3:17])=[O:9])=[CH:6][N:5]=[C:4]([NH:38][C:35]2[CH:34]=[CH:33][C:32]([N:29]3[CH2:28][CH2:27][N:26]([CH:23]([CH3:25])[CH3:24])[CH2:31][CH2:30]3)=[CH:37][CH:36]=2)[N:3]=1. The yield is 0.420. (6) The reactants are C1(C(=[N:14][CH:15]([CH2:21][CH:22]=[C:23]2[CH2:28][CH2:27][O:26][CH2:25][CH2:24]2)[C:16]([O:18][CH2:19][CH3:20])=[O:17])C2C=CC=CC=2)C=CC=CC=1.O.C(O)(=O)C. The catalyst is C1COCC1. The product is [NH2:14][CH:15]([CH2:21][CH:22]=[C:23]1[CH2:24][CH2:25][O:26][CH2:27][CH2:28]1)[C:16]([O:18][CH2:19][CH3:20])=[O:17]. The yield is 0.790. (7) The reactants are [Cl:1][C:2]1[CH:27]=[CH:26][C:5]([CH2:6][C:7](=[CH:22][N:23](C)[CH3:24])[C:8]([C@H:10]2[CH2:14][CH2:13][CH2:12][N:11]2[C:15]([O:17][C:18]([CH3:21])([CH3:20])[CH3:19])=[O:16])=O)=[CH:4][CH:3]=1.[O-]CC.[Na+].C(O)C.C(O)(=O)C.C(N)=[NH:40]. The yield is 0.570. The catalyst is C(O)CCC. The product is [Cl:1][C:2]1[CH:3]=[CH:4][C:5]([CH2:6][C:7]2[C:8]([C@H:10]3[CH2:14][CH2:13][CH2:12][N:11]3[C:15]([O:17][C:18]([CH3:19])([CH3:21])[CH3:20])=[O:16])=[N:40][CH:24]=[N:23][CH:22]=2)=[CH:26][CH:27]=1.